Predict the reactants needed to synthesize the given product. From a dataset of Full USPTO retrosynthesis dataset with 1.9M reactions from patents (1976-2016). (1) Given the product [CH3:18][C:17]1[CH:19]=[CH:20][C:14]([S:11]([O:10][C@@H:9]2[CH2:8][NH:7][C@@H:6]3[C@@H:2]([OH:1])[CH2:3][O:4][C@H:5]23)(=[O:13])=[O:12])=[CH:15][CH:16]=1, predict the reactants needed to synthesize it. The reactants are: [OH:1][C@@H:2]1[C@H:6]2[N:7](C(OC(C)(C)C)=O)[CH2:8][C@@H:9]([O:10][S:11]([C:14]3[CH:20]=[CH:19][C:17]([CH3:18])=[CH:16][CH:15]=3)(=[O:13])=[O:12])[C@H:5]2[O:4][CH2:3]1. (2) Given the product [S:11]([NH:10][CH2:9][C:8]1[CH:22]=[CH:23][C:5]([CH:3]([CH3:4])[C:2]([NH:24][CH2:25][C:26]2[C:27]([C:36]3[CH:37]=[C:38]([CH3:42])[CH:39]=[CH:40][CH:41]=3)=[N:28][C:29]([C:32]([F:33])([F:35])[F:34])=[CH:30][CH:31]=2)=[O:1])=[CH:6][CH:7]=1)(=[O:12])(=[O:13])[NH2:14], predict the reactants needed to synthesize it. The reactants are: [O:1]=[C:2]([NH:24][CH2:25][C:26]1[C:27]([C:36]2[CH:37]=[C:38]([CH3:42])[CH:39]=[CH:40][CH:41]=2)=[N:28][C:29]([C:32]([F:35])([F:34])[F:33])=[CH:30][CH:31]=1)[CH:3]([C:5]1[CH:23]=[CH:22][C:8]([CH2:9][NH:10][S:11]([NH:14]C(=O)OC(C)(C)C)(=[O:13])=[O:12])=[CH:7][CH:6]=1)[CH3:4].C(=O)(O)[O-].[Na+].